From a dataset of Reaction yield outcomes from USPTO patents with 853,638 reactions. Predict the reaction yield, written as a fraction of the theoretical maximum amount of product (1.0 means a 100% yield; for example, 0.34 means a 34% yield). (1) The reactants are [CH2:1]([C:3]1[CH:10]=[CH:9][CH:8]=[CH:7][C:4]=1[C:5]#[N:6])[CH3:2].[ClH:11].O1CCOCC1.[H][H]. The catalyst is CO.[Pd]. The product is [ClH:11].[CH2:1]([C:3]1[CH:10]=[CH:9][CH:8]=[CH:7][C:4]=1[CH2:5][NH2:6])[CH3:2]. The yield is 0.920. (2) The reactants are [CH2:1]([N:8]1[C:20]2[CH:19]=[C:18]3[C:13]([CH:14]=[CH:15][N:16]=[C:17]3[N:21]3[CH2:26][CH2:25][N:24](C(OC(C)(C)C)=O)[CH2:23][CH2:22]3)=[CH:12][C:11]=2[CH2:10][CH2:9]1)[C:2]1[CH:7]=[CH:6][CH:5]=[CH:4][CH:3]=1. The catalyst is C(O)(C(F)(F)F)=O. The product is [CH2:1]([N:8]1[C:20]2[CH:19]=[C:18]3[C:13]([CH:14]=[CH:15][N:16]=[C:17]3[N:21]3[CH2:22][CH2:23][NH:24][CH2:25][CH2:26]3)=[CH:12][C:11]=2[CH2:10][CH2:9]1)[C:2]1[CH:7]=[CH:6][CH:5]=[CH:4][CH:3]=1. The yield is 0.800.